From a dataset of Forward reaction prediction with 1.9M reactions from USPTO patents (1976-2016). Predict the product of the given reaction. (1) Given the reactants [Cl:1][C:2]1[C:3]([C:10]([F:13])([F:12])[F:11])=[C:4]([CH:7]=[CH:8][N:9]=1)[CH:5]=[O:6].[BH4-].[Na+], predict the reaction product. The product is: [Cl:1][C:2]1[C:3]([C:10]([F:12])([F:13])[F:11])=[C:4]([CH2:5][OH:6])[CH:7]=[CH:8][N:9]=1. (2) Given the reactants [CH:1]([C:3]1[CH:4]=[CH:5][C:6]([O:15][CH2:16][CH2:17][CH3:18])=[C:7]([CH:14]=1)[C:8]([O:10]CCC)=[O:9])=[O:2].[OH-].[Na+].Cl, predict the reaction product. The product is: [CH:1]([C:3]1[CH:4]=[CH:5][C:6]([O:15][CH2:16][CH2:17][CH3:18])=[C:7]([CH:14]=1)[C:8]([OH:10])=[O:9])=[O:2].